This data is from Merck oncology drug combination screen with 23,052 pairs across 39 cell lines. The task is: Regression. Given two drug SMILES strings and cell line genomic features, predict the synergy score measuring deviation from expected non-interaction effect. (1) Synergy scores: synergy=-3.26. Drug 2: CNC(=O)c1cc(Oc2ccc(NC(=O)Nc3ccc(Cl)c(C(F)(F)F)c3)cc2)ccn1. Drug 1: CN(C)C(=N)N=C(N)N. Cell line: LOVO. (2) Drug 1: COC1=C2CC(C)CC(OC)C(O)C(C)C=C(C)C(OC(N)=O)C(OC)C=CC=C(C)C(=O)NC(=CC1=O)C2=O. Drug 2: CNC(=O)c1cc(Oc2ccc(NC(=O)Nc3ccc(Cl)c(C(F)(F)F)c3)cc2)ccn1. Cell line: COLO320DM. Synergy scores: synergy=3.19. (3) Drug 1: CCC1=CC2CN(C1)Cc1c([nH]c3ccccc13)C(C(=O)OC)(c1cc3c(cc1OC)N(C)C1C(O)(C(=O)OC)C(OC(C)=O)C4(CC)C=CCN5CCC31C54)C2. Drug 2: Cn1c(=O)n(-c2ccc(C(C)(C)C#N)cc2)c2c3cc(-c4cnc5ccccc5c4)ccc3ncc21. Cell line: NCIH460. Synergy scores: synergy=37.1. (4) Drug 1: O=S1(=O)NC2(CN1CC(F)(F)F)C1CCC2Cc2cc(C=CCN3CCC(C(F)(F)F)CC3)ccc2C1. Drug 2: CS(=O)(=O)CCNCc1ccc(-c2ccc3ncnc(Nc4ccc(OCc5cccc(F)c5)c(Cl)c4)c3c2)o1. Cell line: HT29. Synergy scores: synergy=53.8. (5) Drug 1: C#Cc1cccc(Nc2ncnc3cc(OCCOC)c(OCCOC)cc23)c1. Drug 2: Cn1cc(-c2cnn3c(N)c(Br)c(C4CCCNC4)nc23)cn1. Cell line: ES2. Synergy scores: synergy=16.9. (6) Drug 1: C#Cc1cccc(Nc2ncnc3cc(OCCOC)c(OCCOC)cc23)c1. Drug 2: CC(C)CC(NC(=O)C(Cc1ccccc1)NC(=O)c1cnccn1)B(O)O. Cell line: MDAMB436. Synergy scores: synergy=-6.15. (7) Drug 1: CC(=O)OC1C(=O)C2(C)C(O)CC3OCC3(OC(C)=O)C2C(OC(=O)c2ccccc2)C2(O)CC(OC(=O)C(O)C(NC(=O)c3ccccc3)c3ccccc3)C(C)=C1C2(C)C. Drug 2: COC1=C2CC(C)CC(OC)C(O)C(C)C=C(C)C(OC(N)=O)C(OC)C=CC=C(C)C(=O)NC(=CC1=O)C2=O. Cell line: A2780. Synergy scores: synergy=-16.8. (8) Drug 1: COC1CC2CCC(C)C(O)(O2)C(=O)C(=O)N2CCCCC2C(=O)OC(C(C)CC2CCC(OP(C)(C)=O)C(OC)C2)CC(=O)C(C)C=C(C)C(O)C(OC)C(=O)C(C)CC(C)C=CC=CC=C1C. Drug 2: Cn1c(=O)n(-c2ccc(C(C)(C)C#N)cc2)c2c3cc(-c4cnc5ccccc5c4)ccc3ncc21. Cell line: DLD1. Synergy scores: synergy=61.9. (9) Drug 1: NC1CCCCC1N.O=C(O)C(=O)O.[Pt+2]. Drug 2: Cn1cc(-c2cnn3c(N)c(Br)c(C4CCCNC4)nc23)cn1. Cell line: NCIH460. Synergy scores: synergy=-11.1. (10) Drug 1: O=S1(=O)NC2(CN1CC(F)(F)F)C1CCC2Cc2cc(C=CCN3CCC(C(F)(F)F)CC3)ccc2C1. Drug 2: CS(=O)(=O)CCNCc1ccc(-c2ccc3ncnc(Nc4ccc(OCc5cccc(F)c5)c(Cl)c4)c3c2)o1. Cell line: A2058. Synergy scores: synergy=19.9.